From a dataset of Forward reaction prediction with 1.9M reactions from USPTO patents (1976-2016). Predict the product of the given reaction. (1) Given the reactants [CH3:1][O:2][CH2:3][C:4]1[CH:10]=[CH:9][CH:8]=[CH:7][C:5]=1[NH2:6].[N:11]([O-])=O.[Na+].[OH-].[Na+], predict the reaction product. The product is: [CH3:1][O:2][CH2:3][C:4]1[CH:10]=[CH:9][CH:8]=[CH:7][C:5]=1[NH:6][NH2:11]. (2) Given the reactants C(OC([N:8]1[CH2:16][C:15]2[C:10](=[CH:11][CH:12]=[C:13]([CH:17]3[CH2:22][CH2:21][O:20][CH2:19][CH2:18]3)[CH:14]=2)[CH2:9]1)=O)(C)(C)C.[ClH:23], predict the reaction product. The product is: [ClH:23].[O:20]1[CH2:21][CH2:22][CH:17]([C:13]2[CH:14]=[C:15]3[C:10](=[CH:11][CH:12]=2)[CH2:9][NH:8][CH2:16]3)[CH2:18][CH2:19]1. (3) Given the reactants [H-].[Na+].[CH2:3]1[C:18]2[C:13](=[CH:14][CH:15]=[CH:16][CH:17]=2)[C:11](=O)[C:10]2[C:5](=[CH:6][CH:7]=[CH:8][CH:9]=2)[CH2:4]1.Cl.[OH2:20].[CH2:21]1[CH2:25][O:24][CH2:23][CH2:22]1, predict the reaction product. The product is: [CH:6]1[C:5]2[CH2:4][CH2:3][C:18]3[CH:17]=[CH:16][CH:15]=[CH:14][C:13]=3[C:11](=[CH:22][C:23]([O:24][CH2:25][CH3:21])=[O:20])[C:10]=2[CH:9]=[CH:8][CH:7]=1. (4) Given the reactants [CH2:1]([C@H:8]([NH:11][C:12]1[N:20]=[C:19](Cl)[N:18]=[C:17]2[C:13]=1[N:14]=[CH:15][N:16]2[C@@H:22]1[CH2:26][C@H:25]([NH:27][C:28](=[O:31])[CH2:29][OH:30])[C@@H:24]([OH:32])[C@H:23]1[OH:33])[CH2:9][OH:10])[C:2]1[CH:7]=[CH:6][CH:5]=[CH:4][CH:3]=1.[N+:34]([C:37]1[N:38]=[CH:39][NH:40][CH:41]=1)([O-:36])=[O:35], predict the reaction product. The product is: [OH:32][C@H:24]1[C@@H:23]([OH:33])[C@H:22]([N:16]2[CH:15]=[N:14][C:13]3[C:17]2=[N:18][C:19]([N:40]2[CH:41]=[C:37]([N+:34]([O-:36])=[O:35])[N:38]=[CH:39]2)=[N:20][C:12]=3[NH:11][C@H:8]([CH2:9][OH:10])[CH2:1][C:2]2[CH:7]=[CH:6][CH:5]=[CH:4][CH:3]=2)[CH2:26][C@@H:25]1[NH:27][C:28](=[O:31])[CH2:29][OH:30]. (5) The product is: [Br:1][C:2]1[CH:10]=[CH:9][C:5]([C:6]2[CH:16]=[C:15]([Si:12]([CH3:14])([CH3:13])[CH3:11])[O:8][N:7]=2)=[CH:4][CH:3]=1. Given the reactants [Br:1][C:2]1[CH:10]=[CH:9][C:5]([CH:6]=[N:7][OH:8])=[CH:4][CH:3]=1.[CH3:11][Si:12]([C:15]#[CH:16])([CH3:14])[CH3:13], predict the reaction product. (6) Given the reactants [I-].C[S+](C)(C)=O.[CH3:7]C(C)([O-])C.[K+].[F:13][C:14]1[CH:15]=[CH:16][C:17]2[O:22][CH:21]([CH:23]=[O:24])[CH2:20][CH2:19][C:18]=2[CH:25]=1, predict the reaction product. The product is: [CH2:20]1[CH:21]([CH:23]2[O:24][CH2:7]2)[O:22][C:17]2[CH:16]=[CH:15][C:14]([F:13])=[CH:25][C:18]=2[CH2:19]1. (7) Given the reactants [Si]([O:8][CH2:9][CH2:10][N:11]1[C:19]2[C:18](Cl)=[N:17][CH:16]=[N:15][C:14]=2[CH:13]=[CH:12]1)(C(C)(C)C)(C)C.[O:21]1[C:25]2[CH:26]=[CH:27][CH:28]=[C:29]([O:30][C:31]3[CH:37]=[CH:36][C:34]([NH2:35])=[CH:33][C:32]=3[Cl:38])[C:24]=2[CH:23]=[N:22]1.Cl.C(=O)([O-])O.[Na+], predict the reaction product. The product is: [O:21]1[C:25]2[CH:26]=[CH:27][CH:28]=[C:29]([O:30][C:31]3[CH:37]=[CH:36][C:34]([NH:35][C:18]4[C:19]5[N:11]([CH2:10][CH2:9][OH:8])[CH:12]=[CH:13][C:14]=5[N:15]=[CH:16][N:17]=4)=[CH:33][C:32]=3[Cl:38])[C:24]=2[CH:23]=[N:22]1.